This data is from Reaction yield outcomes from USPTO patents with 853,638 reactions. The task is: Predict the reaction yield, written as a fraction of the theoretical maximum amount of product (1.0 means a 100% yield; for example, 0.34 means a 34% yield). (1) The reactants are [OH:1][C:2]1[CH:9]=[CH:8][C:7]([O:10][CH3:11])=[CH:6][C:3]=1[CH:4]=[O:5].F[C:13]1[CH:20]=[CH:19][C:16]([CH2:17]Br)=[CH:15][CH:14]=1.C([O-])([O-])=O.[K+].[K+]. The catalyst is CC#N. The product is [CH2:17]([O:1][C:2]1[CH:9]=[CH:8][C:7]([O:10][CH3:11])=[CH:6][C:3]=1[CH:4]=[O:5])[C:16]1[CH:19]=[CH:20][CH:13]=[CH:14][CH:15]=1. The yield is 0.880. (2) The yield is 0.750. The product is [O:12]=[C:4]1[CH:3]=[C:2]([O:1][CH2:33][CH2:34][CH2:35][N:36]2[C:44](=[O:45])[C:43]3[C:38](=[CH:39][CH:40]=[CH:41][CH:42]=3)[C:37]2=[O:46])[C:11]2[CH:10]=[CH:9][CH:8]=[CH:7][C:6]=2[O:5]1. The reactants are [OH:1][C:2]1[C:11]2[C:6](=[CH:7][CH:8]=[CH:9][CH:10]=2)[O:5][C:4](=[O:12])[CH:3]=1.C1C=CC(P(C2C=CC=CC=2)C2C=CC=CC=2)=CC=1.O[CH2:33][CH2:34][CH2:35][N:36]1[C:44](=[O:45])[C:43]2[C:38](=[CH:39][CH:40]=[CH:41][CH:42]=2)[C:37]1=[O:46].CC(OC(/N=N/C(OC(C)C)=O)=O)C. The catalyst is C1COCC1. (3) The reactants are [BH4-].[Na+].CO.[N:5]1[CH:10]=[C:9]([CH:11]=[N:12][C:13]2[CH:18]=[CH:17][CH:16]=[CH:15][N:14]=2)[CH:8]=[N:7][CH:6]=1.C(O)(=O)C. The catalyst is O1CCCC1.C(OCC)(=O)C.O. The product is [N:7]1[CH:8]=[C:9]([CH2:11][NH:12][C:13]2[CH:18]=[CH:17][CH:16]=[CH:15][N:14]=2)[CH:10]=[N:5][CH:6]=1. The yield is 0.634. (4) The reactants are [C:1]([C:5]1[N:10]=[C:9]([N:11]2[CH2:16][CH2:15][N:14]([CH2:17][CH2:18][CH2:19][CH2:20][NH2:21])[CH2:13][CH2:12]2)[CH:8]=[C:7]([C:22]([F:25])([F:24])[F:23])[N:6]=1)([CH3:4])([CH3:3])[CH3:2].C1N=CN([C:31](N2C=NC=C2)=[O:32])C=1.[C:38]1([C:50]2[CH:55]=[CH:54][CH:53]=[CH:52][CH:51]=2)[CH:43]=[CH:42][CH:41]=[C:40]([N:44]2[CH2:49][CH2:48][NH:47][CH2:46][CH2:45]2)[CH:39]=1. The yield is 0.180. The product is [C:38]1([C:50]2[CH:51]=[CH:52][CH:53]=[CH:54][CH:55]=2)[CH:43]=[CH:42][CH:41]=[C:40]([N:44]2[CH2:45][CH2:46][N:47]([C:31]([NH:21][CH2:20][CH2:19][CH2:18][CH2:17][N:14]3[CH2:15][CH2:16][N:11]([C:9]4[CH:8]=[C:7]([C:22]([F:24])([F:25])[F:23])[N:6]=[C:5]([C:1]([CH3:4])([CH3:2])[CH3:3])[N:10]=4)[CH2:12][CH2:13]3)=[O:32])[CH2:48][CH2:49]2)[CH:39]=1. The catalyst is C(Cl)(Cl)Cl.CO. (5) The reactants are [OH:1][C:2]1[C:11]2[C:6](=[CH:7][CH:8]=[CH:9][CH:10]=2)[C:5]([NH:12][S:13]([C:16]2[S:17][CH:18]=[CH:19][CH:20]=2)(=[O:15])=[O:14])=[CH:4][CH:3]=1.Br[CH2:22][C:23]([O:25][C:26]([CH3:29])([CH3:28])[CH3:27])=[O:24].C1CCN2C(=NCCC2)CC1. The catalyst is CN(C=O)C.C(OCC)(=O)C. The product is [S:17]1[CH:18]=[CH:19][CH:20]=[C:16]1[S:13]([NH:12][C:5]1[C:6]2[C:11](=[CH:10][CH:9]=[CH:8][CH:7]=2)[C:2]([O:1][CH2:22][C:23]([O:25][C:26]([CH3:29])([CH3:28])[CH3:27])=[O:24])=[CH:3][CH:4]=1)(=[O:15])=[O:14]. The yield is 0.513. (6) The reactants are [C:1]([O:5][C:6]([N:8]1[CH2:13][C@H:12]([CH2:14][OH:15])[NH:11][CH2:10][C@H:9]1[CH3:16])=[O:7])([CH3:4])([CH3:3])[CH3:2].[CH:17](=O)[C:18]1[CH:23]=[CH:22][CH:21]=[CH:20][CH:19]=1.C(O[BH-](OC(=O)C)OC(=O)C)(=O)C.[Na+].ClCCCl. The yield is 0.740. The product is [C:1]([O:5][C:6]([N:8]1[CH2:13][C@H:12]([CH2:14][OH:15])[N:11]([CH2:17][C:18]2[CH:23]=[CH:22][CH:21]=[CH:20][CH:19]=2)[CH2:10][C@H:9]1[CH3:16])=[O:7])([CH3:4])([CH3:3])[CH3:2]. The catalyst is CCOC(C)=O. (7) The reactants are [F:1][C@@H:2]1[CH2:7][CH2:6][NH:5][CH2:4][C@H:3]1[NH:8][P:9](=[O:16])([O:13][CH2:14][CH3:15])[O:10][CH2:11][CH3:12].[CH:17](=O)[C:18]1[CH:23]=[CH:22][CH:21]=[CH:20][CH:19]=1.C(O)(=O)C.[BH3-]C#N.[Na+]. The catalyst is CO. The product is [CH2:17]([N:5]1[CH2:6][CH2:7][C@@H:2]([F:1])[C@H:3]([NH:8][P:9](=[O:16])([O:13][CH2:14][CH3:15])[O:10][CH2:11][CH3:12])[CH2:4]1)[C:18]1[CH:23]=[CH:22][CH:21]=[CH:20][CH:19]=1. The yield is 0.990.